From a dataset of NCI-60 drug combinations with 297,098 pairs across 59 cell lines. Regression. Given two drug SMILES strings and cell line genomic features, predict the synergy score measuring deviation from expected non-interaction effect. (1) Drug 1: CNC(=O)C1=CC=CC=C1SC2=CC3=C(C=C2)C(=NN3)C=CC4=CC=CC=N4. Drug 2: CC1C(C(CC(O1)OC2CC(OC(C2O)C)OC3=CC4=CC5=C(C(=O)C(C(C5)C(C(=O)C(C(C)O)O)OC)OC6CC(C(C(O6)C)O)OC7CC(C(C(O7)C)O)OC8CC(C(C(O8)C)O)(C)O)C(=C4C(=C3C)O)O)O)O. Cell line: EKVX. Synergy scores: CSS=9.45, Synergy_ZIP=-2.34, Synergy_Bliss=1.16, Synergy_Loewe=2.83, Synergy_HSA=1.88. (2) Drug 1: C1C(C(OC1N2C=C(C(=O)NC2=O)F)CO)O. Drug 2: CC1=C2C(C(=O)C3(C(CC4C(C3C(C(C2(C)C)(CC1OC(=O)C(C(C5=CC=CC=C5)NC(=O)C6=CC=CC=C6)O)O)OC(=O)C7=CC=CC=C7)(CO4)OC(=O)C)O)C)OC(=O)C. Cell line: 786-0. Synergy scores: CSS=11.6, Synergy_ZIP=-3.62, Synergy_Bliss=-2.93, Synergy_Loewe=-2.99, Synergy_HSA=-1.63. (3) Drug 1: CS(=O)(=O)CCNCC1=CC=C(O1)C2=CC3=C(C=C2)N=CN=C3NC4=CC(=C(C=C4)OCC5=CC(=CC=C5)F)Cl. Drug 2: CCC1(C2=C(COC1=O)C(=O)N3CC4=CC5=C(C=CC(=C5CN(C)C)O)N=C4C3=C2)O.Cl. Cell line: SK-OV-3. Synergy scores: CSS=30.7, Synergy_ZIP=-7.67, Synergy_Bliss=1.89, Synergy_Loewe=-5.25, Synergy_HSA=0.952. (4) Drug 1: C1=C(C(=O)NC(=O)N1)N(CCCl)CCCl. Drug 2: CNC(=O)C1=NC=CC(=C1)OC2=CC=C(C=C2)NC(=O)NC3=CC(=C(C=C3)Cl)C(F)(F)F. Cell line: HCT116. Synergy scores: CSS=29.1, Synergy_ZIP=-4.09, Synergy_Bliss=-4.79, Synergy_Loewe=-7.72, Synergy_HSA=-1.75. (5) Drug 1: CC(C1=C(C=CC(=C1Cl)F)Cl)OC2=C(N=CC(=C2)C3=CN(N=C3)C4CCNCC4)N. Drug 2: CNC(=O)C1=NC=CC(=C1)OC2=CC=C(C=C2)NC(=O)NC3=CC(=C(C=C3)Cl)C(F)(F)F. Cell line: HL-60(TB). Synergy scores: CSS=43.0, Synergy_ZIP=-0.478, Synergy_Bliss=3.04, Synergy_Loewe=-2.42, Synergy_HSA=-0.268.